From a dataset of NCI-60 drug combinations with 297,098 pairs across 59 cell lines. Regression. Given two drug SMILES strings and cell line genomic features, predict the synergy score measuring deviation from expected non-interaction effect. (1) Cell line: HCT116. Drug 1: CC12CCC(CC1=CCC3C2CCC4(C3CC=C4C5=CN=CC=C5)C)O. Synergy scores: CSS=-1.03, Synergy_ZIP=-2.19, Synergy_Bliss=-8.11, Synergy_Loewe=-10.7, Synergy_HSA=-10.2. Drug 2: CC(C)NC(=O)C1=CC=C(C=C1)CNNC.Cl. (2) Drug 1: CC1=CC=C(C=C1)C2=CC(=NN2C3=CC=C(C=C3)S(=O)(=O)N)C(F)(F)F. Drug 2: CC1=C2C(C(=O)C3(C(CC4C(C3C(C(C2(C)C)(CC1OC(=O)C(C(C5=CC=CC=C5)NC(=O)OC(C)(C)C)O)O)OC(=O)C6=CC=CC=C6)(CO4)OC(=O)C)O)C)O. Cell line: MDA-MB-435. Synergy scores: CSS=15.5, Synergy_ZIP=6.20, Synergy_Bliss=6.09, Synergy_Loewe=6.74, Synergy_HSA=6.72. (3) Drug 1: C1=CN(C(=O)N=C1N)C2C(C(C(O2)CO)O)(F)F. Drug 2: C1CC(C1)(C2=CC=C(C=C2)C3=C(C=C4C(=N3)C=CN5C4=NNC5=O)C6=CC=CC=C6)N. Cell line: HT29. Synergy scores: CSS=59.6, Synergy_ZIP=3.36, Synergy_Bliss=2.87, Synergy_Loewe=7.47, Synergy_HSA=11.0. (4) Drug 1: CC1C(C(CC(O1)OC2CC(CC3=C2C(=C4C(=C3O)C(=O)C5=C(C4=O)C(=CC=C5)OC)O)(C(=O)CO)O)N)O.Cl. Drug 2: C1=CC=C(C(=C1)C(C2=CC=C(C=C2)Cl)C(Cl)Cl)Cl. Cell line: RPMI-8226. Synergy scores: CSS=33.4, Synergy_ZIP=6.82, Synergy_Bliss=10.1, Synergy_Loewe=-52.9, Synergy_HSA=-4.49.